Dataset: NCI-60 drug combinations with 297,098 pairs across 59 cell lines. Task: Regression. Given two drug SMILES strings and cell line genomic features, predict the synergy score measuring deviation from expected non-interaction effect. (1) Drug 1: CC1C(C(=O)NC(C(=O)N2CCCC2C(=O)N(CC(=O)N(C(C(=O)O1)C(C)C)C)C)C(C)C)NC(=O)C3=C4C(=C(C=C3)C)OC5=C(C(=O)C(=C(C5=N4)C(=O)NC6C(OC(=O)C(N(C(=O)CN(C(=O)C7CCCN7C(=O)C(NC6=O)C(C)C)C)C)C(C)C)C)N)C. Drug 2: C1C(C(OC1N2C=NC3=C2NC=NCC3O)CO)O. Cell line: ACHN. Synergy scores: CSS=38.1, Synergy_ZIP=5.26, Synergy_Bliss=12.0, Synergy_Loewe=1.94, Synergy_HSA=12.7. (2) Drug 1: C1CCN(CC1)CCOC2=CC=C(C=C2)C(=O)C3=C(SC4=C3C=CC(=C4)O)C5=CC=C(C=C5)O. Drug 2: CCCCC(=O)OCC(=O)C1(CC(C2=C(C1)C(=C3C(=C2O)C(=O)C4=C(C3=O)C=CC=C4OC)O)OC5CC(C(C(O5)C)O)NC(=O)C(F)(F)F)O. Cell line: OVCAR-4. Synergy scores: CSS=-0.843, Synergy_ZIP=-0.175, Synergy_Bliss=-2.77, Synergy_Loewe=-3.13, Synergy_HSA=-3.28. (3) Drug 1: C1=CC=C(C(=C1)C(C2=CC=C(C=C2)Cl)C(Cl)Cl)Cl. Drug 2: C1CN(P(=O)(OC1)NCCCl)CCCl. Cell line: CCRF-CEM. Synergy scores: CSS=4.46, Synergy_ZIP=0.718, Synergy_Bliss=1.95, Synergy_Loewe=5.12, Synergy_HSA=1.39. (4) Drug 1: CS(=O)(=O)OCCCCOS(=O)(=O)C. Drug 2: C1=NNC2=C1C(=O)NC=N2. Cell line: MALME-3M. Synergy scores: CSS=13.8, Synergy_ZIP=-5.89, Synergy_Bliss=-5.59, Synergy_Loewe=4.18, Synergy_HSA=-0.460. (5) Drug 1: CC1=C(C(=CC=C1)Cl)NC(=O)C2=CN=C(S2)NC3=CC(=NC(=N3)C)N4CCN(CC4)CCO. Drug 2: C1C(C(OC1N2C=NC3=C2NC=NCC3O)CO)O. Cell line: M14. Synergy scores: CSS=6.78, Synergy_ZIP=-2.71, Synergy_Bliss=1.31, Synergy_Loewe=3.25, Synergy_HSA=2.21. (6) Drug 1: CC1OCC2C(O1)C(C(C(O2)OC3C4COC(=O)C4C(C5=CC6=C(C=C35)OCO6)C7=CC(=C(C(=C7)OC)O)OC)O)O. Drug 2: CN1C(=O)N2C=NC(=C2N=N1)C(=O)N. Cell line: SN12C. Synergy scores: CSS=31.7, Synergy_ZIP=-9.51, Synergy_Bliss=-2.26, Synergy_Loewe=-37.9, Synergy_HSA=-1.73. (7) Drug 1: CC1=CC=C(C=C1)C2=CC(=NN2C3=CC=C(C=C3)S(=O)(=O)N)C(F)(F)F. Drug 2: CC(C)CN1C=NC2=C1C3=CC=CC=C3N=C2N. Cell line: MALME-3M. Synergy scores: CSS=-3.14, Synergy_ZIP=-2.81, Synergy_Bliss=-8.13, Synergy_Loewe=-4.98, Synergy_HSA=-5.16.